From a dataset of Full USPTO retrosynthesis dataset with 1.9M reactions from patents (1976-2016). Predict the reactants needed to synthesize the given product. (1) Given the product [CH2:1](/[C:3](/[C:11]#[C:12][C:13]1([OH:28])[C:24]([CH3:26])([CH3:25])[CH2:23][C:16](=[O:17])[CH:15]=[C:14]1[CH3:27])=[CH:4]/[C:5]([NH:7][CH2:8][CH2:9][CH3:10])=[O:6])[CH3:2], predict the reactants needed to synthesize it. The reactants are: [CH2:1](/[C:3](/[C:11]#[C:12][C:13]1([OH:28])[C:24]([CH3:26])([CH3:25])[CH2:23][C:16]2(OC(C)C(C)[O:17]2)[CH:15]=[C:14]1[CH3:27])=[CH:4]/[C:5]([NH:7][CH2:8][CH2:9][CH3:10])=[O:6])[CH3:2].Cl.O. (2) Given the product [Cl:1][C:2]1[CH:8]=[CH:7][CH:6]=[C:5]([CH3:9])[C:3]=1[NH:4][C:11]1[C:20]2[C:15](=[C:16]([O:23][CH:24]3[CH2:28][CH2:27][CH2:26][CH2:25]3)[C:17]([O:21][CH3:22])=[CH:18][CH:19]=2)[O:14][C:13](=[O:29])[CH:12]=1, predict the reactants needed to synthesize it. The reactants are: [Cl:1][C:2]1[CH:8]=[CH:7][CH:6]=[C:5]([CH3:9])[C:3]=1[NH2:4].Cl[C:11]1[C:20]2[C:15](=[C:16]([O:23][CH:24]3[CH2:28][CH2:27][CH2:26][CH2:25]3)[C:17]([O:21][CH3:22])=[CH:18][CH:19]=2)[O:14][C:13](=[O:29])[CH:12]=1. (3) Given the product [F:12][C:13]1[CH:14]=[C:15]([N:1]2[CH2:2][CH2:3][CH:4]([C:5]([N:21]3[CH2:26][CH2:25][S:24][CH2:23][CH2:22]3)=[O:7])[CH2:10][CH2:11]2)[CH:16]=[CH:17][C:18]=1[CH3:19], predict the reactants needed to synthesize it. The reactants are: [NH:1]1[CH2:11][CH2:10][CH:4]([C:5]([O:7]CC)=O)[CH2:3][CH2:2]1.[F:12][C:13]1[CH:14]=[C:15](Br)[CH:16]=[CH:17][C:18]=1[CH3:19].[NH:21]1[CH2:26][CH2:25][S:24][CH2:23][CH2:22]1. (4) Given the product [Br:30][C:2]1[CH:18]=[C:17]([Cl:19])[C:5]([CH2:6][C:7]2[CH:8]=[C:9]([CH:14]([CH3:16])[CH3:15])[C:10](=[O:13])[NH:11][N:12]=2)=[C:4]([Cl:20])[CH:3]=1, predict the reactants needed to synthesize it. The reactants are: N[C:2]1[CH:18]=[C:17]([Cl:19])[C:5]([CH2:6][C:7]2[CH:8]=[C:9]([CH:14]([CH3:16])[CH3:15])[C:10](=[O:13])[NH:11][N:12]=2)=[C:4]([Cl:20])[CH:3]=1.S(=O)(=O)(O)O.N([O-])=O.[Na+].[BrH:30]. (5) Given the product [F:45][C:32]1([F:31])[CH2:37][CH2:36][C@H:35]([O:38][C:13]2[C:14]([F:16])=[CH:15][C:10]([S:7]([N:6]([CH2:5][C:4]3[CH:25]=[CH:26][C:27]([O:29][CH3:30])=[CH:28][C:3]=3[O:2][CH3:1])[C:19]3[CH:24]=[CH:23][N:22]=[CH:21][N:20]=3)(=[O:8])=[O:9])=[C:11]([F:18])[CH:12]=2)[C@@H:34]([C:39]2[N:43]([CH3:44])[N:42]=[CH:41][CH:40]=2)[CH2:33]1, predict the reactants needed to synthesize it. The reactants are: [CH3:1][O:2][C:3]1[CH:28]=[C:27]([O:29][CH3:30])[CH:26]=[CH:25][C:4]=1[CH2:5][N:6]([C:19]1[CH:24]=[CH:23][N:22]=[CH:21][N:20]=1)[S:7]([C:10]1[CH:15]=[C:14]([F:16])[C:13](F)=[CH:12][C:11]=1[F:18])(=[O:9])=[O:8].[F:31][C:32]1([F:45])[CH2:37][CH2:36][C@H:35]([OH:38])[C@@H:34]([C:39]2[N:43]([CH3:44])[N:42]=[CH:41][CH:40]=2)[CH2:33]1.[H-].[Na+]. (6) Given the product [C:1]([O:5][C:6](=[O:14])[NH:7][CH:8]1[CH2:13][CH2:12][N:11]([S:25]([CH3:24])(=[O:27])=[O:26])[CH2:10][CH2:9]1)([CH3:4])([CH3:2])[CH3:3], predict the reactants needed to synthesize it. The reactants are: [C:1]([O:5][C:6](=[O:14])[NH:7][CH:8]1[CH2:13][CH2:12][NH:11][CH2:10][CH2:9]1)([CH3:4])([CH3:3])[CH3:2].C(N(C(C)C)CC)(C)C.[CH3:24][S:25](Cl)(=[O:27])=[O:26].O.